This data is from Catalyst prediction with 721,799 reactions and 888 catalyst types from USPTO. The task is: Predict which catalyst facilitates the given reaction. (1) Reactant: [F:1][C:2]1[C:7]([F:8])=[CH:6][C:5]([C:9]2[CH:14]=[CH:13][C:12]([O:15][CH2:16][C:17]3[CH:18]=[C:19]([CH:23]=[CH:24][CH:25]=3)[C:20](Cl)=[O:21])=[CH:11][CH:10]=2)=[C:4]([O:26][CH3:27])[CH:3]=1.C([N:30](CC)CC)C.COC(=O)[C@H:38]([C:40]([CH3:43])(C)[CH3:41])N.[CH3:45][CH2:46][O:47][C:48]([CH3:50])=[O:49]. Product: [CH2:46]([O:47][C:48](=[O:49])[CH2:50][N:30]([C:20](=[O:21])[C:19]1[CH:23]=[CH:24][CH:25]=[C:17]([CH2:16][O:15][C:12]2[CH:13]=[CH:14][C:9]([C:5]3[CH:6]=[C:7]([F:8])[C:2]([F:1])=[CH:3][C:4]=3[O:26][CH3:27])=[CH:10][CH:11]=2)[CH:18]=1)[C:40]([CH3:43])([CH3:41])[CH3:38])[CH3:45]. The catalyst class is: 1. (2) Reactant: [CH3:1][C:2]([S@@:5]([NH2:7])=[O:6])([CH3:4])[CH3:3].[CH:8]([CH:10]1[CH2:15][CH2:14][N:13]([C:16]([O:18][C:19]([CH3:22])([CH3:21])[CH3:20])=[O:17])[CH2:12][CH2:11]1)=O. Product: [C:2]([S@@:5](/[N:7]=[CH:8]/[CH:10]1[CH2:15][CH2:14][N:13]([C:16]([O:18][C:19]([CH3:20])([CH3:22])[CH3:21])=[O:17])[CH2:12][CH2:11]1)=[O:6])([CH3:4])([CH3:3])[CH3:1]. The catalyst class is: 2. (3) Product: [NH2:8][C:9]1[C:14]2[C:15]([NH:28][C:29]([C@H:31]3[CH2:32][CH2:33][C@H:34]([N:37]4[CH2:41][CH2:40][CH2:39][C:38]4=[O:42])[CH2:35][CH2:36]3)=[O:30])=[C:16]([C:18]([NH:20][C:21]3[CH:26]=[CH:25][C:24]([Cl:27])=[CH:23][N:22]=3)=[O:19])[O:17][C:13]=2[CH:12]=[CH:11][CH:10]=1. Reactant: C(OC([NH:8][C:9]1[C:14]2[C:15]([NH:28][C:29]([C@H:31]3[CH2:36][CH2:35][C@H:34]([N:37]4[CH2:41][CH2:40][CH2:39][C:38]4=[O:42])[CH2:33][CH2:32]3)=[O:30])=[C:16]([C:18]([NH:20][C:21]3[CH:26]=[CH:25][C:24]([Cl:27])=[CH:23][N:22]=3)=[O:19])[O:17][C:13]=2[CH:12]=[CH:11][CH:10]=1)=O)(C)(C)C. The catalyst class is: 55. (4) Reactant: [F:1][C:2]([F:7])([F:6])[C:3]([OH:5])=[O:4].C([NH:12][C:13]([NH:15][CH2:16][C:17]1[C:18]([C:22](=[N:32][OH:33])[NH:23][C:24]2[CH:29]=[CH:28][C:27]([F:30])=[C:26]([Cl:31])[CH:25]=2)=[N:19][O:20][N:21]=1)=[O:14])(C)(C)C. Product: [F:1][C:2]([F:7])([F:6])[C:3]([OH:5])=[O:4].[NH2:12][C:13]([NH:15][CH2:16][C:17]1[C:18]([C:22](=[N:32][OH:33])[NH:23][C:24]2[CH:29]=[CH:28][C:27]([F:30])=[C:26]([Cl:31])[CH:25]=2)=[N:19][O:20][N:21]=1)=[O:14]. The catalyst class is: 67. (5) Reactant: [CH3:1][O:2][C:3]1[CH:12]=[C:11]2[C:6]([C:7]([O:13][C:14]3[CH:19]=[CH:18][C:17]([NH:20][C:21]([C:23]4[C:24](=[O:54])[N:25]([C:48]5[CH:53]=[CH:52][CH:51]=[CH:50][CH:49]=5)[N:26]([CH2:29][C@H:30]([O:32][C:33](=[O:47])[CH2:34][N:35](C(OCC5C=CC=CC=5)=O)[CH3:36])[CH3:31])[C:27]=4[CH3:28])=[O:22])=[CH:16][C:15]=3[F:55])=[CH:8][CH:9]=[N:10]2)=[CH:5][CH:4]=1. Product: [CH3:36][NH:35][CH2:34][C:33]([O:32][C@H:30]([CH3:31])[CH2:29][N:26]1[C:27]([CH3:28])=[C:23]([C:21](=[O:22])[NH:20][C:17]2[CH:18]=[CH:19][C:14]([O:13][C:7]3[C:6]4[C:11](=[CH:12][C:3]([O:2][CH3:1])=[CH:4][CH:5]=4)[N:10]=[CH:9][CH:8]=3)=[C:15]([F:55])[CH:16]=2)[C:24](=[O:54])[N:25]1[C:48]1[CH:49]=[CH:50][CH:51]=[CH:52][CH:53]=1)=[O:47]. The catalyst class is: 582. (6) Reactant: [CH:1]1([CH2:6][CH:7]([C:11]2[CH:16]=[CH:15][C:14]([O:17][C:18]([F:21])([F:20])[F:19])=[CH:13][CH:12]=2)[C:8]([OH:10])=O)[CH2:5][CH2:4][CH2:3][CH2:2]1.C(Cl)(=O)C(Cl)=O.[NH2:28][C:29]1[S:30][CH:31]=[CH:32][N:33]=1.C(N(CC)C(C)C)(C)C. Product: [CH:1]1([CH2:6][CH:7]([C:11]2[CH:16]=[CH:15][C:14]([O:17][C:18]([F:21])([F:20])[F:19])=[CH:13][CH:12]=2)[C:8]([NH:28][C:29]2[S:30][CH:31]=[CH:32][N:33]=2)=[O:10])[CH2:2][CH2:3][CH2:4][CH2:5]1. The catalyst class is: 832.